From a dataset of Full USPTO retrosynthesis dataset with 1.9M reactions from patents (1976-2016). Predict the reactants needed to synthesize the given product. (1) Given the product [Br:16][C:17]1[C:18]([CH3:24])=[C:19]([N:20]2[C:12](=[O:13])[C:7]3[C:8](=[CH:14][CH:15]=[C:5]([C:1]([CH3:2])([CH3:3])[CH3:4])[CH:6]=3)[C:9]2=[O:11])[CH:21]=[CH:22][CH:23]=1, predict the reactants needed to synthesize it. The reactants are: [C:1]([C:5]1[CH:6]=[C:7]2[C:12](=[O:13])[O:11][C:9](=O)[C:8]2=[CH:14][CH:15]=1)([CH3:4])([CH3:3])[CH3:2].[Br:16][C:17]1[C:18]([CH3:24])=[C:19]([CH:21]=[CH:22][CH:23]=1)[NH2:20]. (2) The reactants are: Br[C:2]1[CH:7]=[CH:6][CH:5]=[C:4]([C:8]2[CH:13]=[C:12]([C:14]([CH3:17])([CH3:16])[CH3:15])[CH:11]=[C:10]([C:18]([CH3:21])([CH3:20])[CH3:19])[CH:9]=2)[N:3]=1.[C:22]([O:26][C:27]([N:29]1[CH2:34][CH:33]=[C:32](B2OC(C)(C)C(C)(C)O2)[CH2:31][CH2:30]1)=[O:28])([CH3:25])([CH3:24])[CH3:23].C([O-])([O-])=O.[Na+].[Na+]. Given the product [C:22]([O:26][C:27]([N:29]1[CH2:30][CH:31]=[C:32]([C:2]2[CH:7]=[CH:6][CH:5]=[C:4]([C:8]3[CH:13]=[C:12]([C:14]([CH3:17])([CH3:16])[CH3:15])[CH:11]=[C:10]([C:18]([CH3:21])([CH3:20])[CH3:19])[CH:9]=3)[N:3]=2)[CH2:33][CH2:34]1)=[O:28])([CH3:25])([CH3:23])[CH3:24], predict the reactants needed to synthesize it. (3) Given the product [CH2:1]([N:8]1[CH2:12][C@@H:11]2[C:14]3[CH:15]=[C:16]([O:22][CH2:23][C:24]4[CH:29]=[CH:28][CH:27]=[CH:26][CH:25]=4)[CH:17]=[CH:18][C:19]=3[CH2:20][O:21][C@H:10]2[CH2:9]1)[C:2]1[CH:3]=[CH:4][CH:5]=[CH:6][CH:7]=1, predict the reactants needed to synthesize it. The reactants are: [CH2:1]([N:8]1[C:12](=O)[C@@H:11]2[C:14]3[CH:15]=[C:16]([O:22][CH2:23][C:24]4[CH:29]=[CH:28][CH:27]=[CH:26][CH:25]=4)[CH:17]=[CH:18][C:19]=3[CH2:20][O:21][C@H:10]2[CH2:9]1)[C:2]1[CH:7]=[CH:6][CH:5]=[CH:4][CH:3]=1.Cl.C([O-])(O)=O.[Na+].CCOC(C)=O. (4) Given the product [Cl:1][C:2]1[CH:9]=[C:8]([N:10]2[C:14](=[O:28])[C:13]([CH3:16])([CH3:17])[N:12]([C:18]3[CH:19]=[CH:20][C:21]([OH:24])=[CH:22][CH:23]=3)[C:11]2=[S:25])[CH:7]=[CH:6][C:3]=1[C:4]#[N:5], predict the reactants needed to synthesize it. The reactants are: [Cl:1][C:2]1[CH:9]=[C:8]([N:10]2[C:14](=N)[C:13]([CH3:17])([CH3:16])[N:12]([C:18]3[CH:23]=[CH:22][C:21]([OH:24])=[CH:20][CH:19]=3)[C:11]2=[S:25])[CH:7]=[CH:6][C:3]=1[C:4]#[N:5].Cl.C[OH:28].